Dataset: Reaction yield outcomes from USPTO patents with 853,638 reactions. Task: Predict the reaction yield, written as a fraction of the theoretical maximum amount of product (1.0 means a 100% yield; for example, 0.34 means a 34% yield). (1) The reactants are FC(F)(F)S(O[C:7]1[CH:16]=[CH:15][C:14]2[C:9](=[CH:10][C:11]([OH:35])=[C:12]([C:17]3[N:18]=[N:19][C:20]([N:23]([CH3:34])[CH:24]4[CH2:29][C:28]([CH3:31])([CH3:30])[NH:27][C:26]([CH3:33])([CH3:32])[CH2:25]4)=[CH:21][CH:22]=3)[CH:13]=2)[CH:8]=1)(=O)=O.[CH3:38][N:39](C=O)C. The catalyst is [C-]#N.[Zn+2].[C-]#N.C1C=CC([P]([Pd]([P](C2C=CC=CC=2)(C2C=CC=CC=2)C2C=CC=CC=2)([P](C2C=CC=CC=2)(C2C=CC=CC=2)C2C=CC=CC=2)[P](C2C=CC=CC=2)(C2C=CC=CC=2)C2C=CC=CC=2)(C2C=CC=CC=2)C2C=CC=CC=2)=CC=1. The product is [OH:35][C:11]1[CH:10]=[C:9]2[C:14]([CH:15]=[CH:16][C:7]([C:38]#[N:39])=[CH:8]2)=[CH:13][C:12]=1[C:17]1[N:18]=[N:19][C:20]([N:23]([CH3:34])[CH:24]2[CH2:25][C:26]([CH3:33])([CH3:32])[NH:27][C:28]([CH3:30])([CH3:31])[CH2:29]2)=[CH:21][CH:22]=1. The yield is 0.500. (2) The reactants are [Cl:1][C:2]1[C:3]([O:12][C:13]2[CH:18]=[C:17]([O:19][CH:20]([CH3:22])[CH3:21])[CH:16]=[CH:15][C:14]=2[CH2:23][CH2:24][C:25]([O:27]CC)=[O:26])=[N:4][CH:5]=[C:6]([C:8]([F:11])([F:10])[F:9])[CH:7]=1.[OH-].[Na+].Cl. The catalyst is O1CCCC1.C(O)C. The product is [Cl:1][C:2]1[C:3]([O:12][C:13]2[CH:18]=[C:17]([O:19][CH:20]([CH3:21])[CH3:22])[CH:16]=[CH:15][C:14]=2[CH2:23][CH2:24][C:25]([OH:27])=[O:26])=[N:4][CH:5]=[C:6]([C:8]([F:10])([F:9])[F:11])[CH:7]=1. The yield is 0.990. (3) The reactants are [H-].[Na+].[C:3]([O:7][C:8]([NH:10][C:11]1[N:16]=[C:15]([C:17]([O:19][CH2:20][CH3:21])=[O:18])[CH:14]=[CH:13][CH:12]=1)=[O:9])([CH3:6])([CH3:5])[CH3:4].Br[CH2:23][C:24]([O:26][C:27]([CH3:30])([CH3:29])[CH3:28])=[O:25].[Cl-].[NH4+]. The catalyst is O.CN(C)C=O. The product is [C:27]([O:26][C:24](=[O:25])[CH2:23][N:10]([C:8]([O:7][C:3]([CH3:6])([CH3:5])[CH3:4])=[O:9])[C:11]1[CH:12]=[CH:13][CH:14]=[C:15]([C:17]([O:19][CH2:20][CH3:21])=[O:18])[N:16]=1)([CH3:30])([CH3:29])[CH3:28]. The yield is 0.930. (4) The reactants are [CH3:1][O:2][C:3]1[CH:29]=[CH:28][C:6]2[N:7]([CH3:27])[C:8](=[O:26])[N:9]([CH2:10][C@H:11]3[CH2:16][CH2:15][C@H:14]([C:17]([N:19]4[CH2:24][CH2:23][NH:22][C:21](=[O:25])[CH2:20]4)=[O:18])[CH2:13][CH2:12]3)[C:5]=2[CH:4]=1.[H-].[Na+].Br[CH2:33][C:34](=[O:37])[CH2:35][CH3:36].O. The catalyst is CN(C=O)C. The product is [CH3:1][O:2][C:3]1[CH:29]=[CH:28][C:6]2[N:7]([CH3:27])[C:8](=[O:26])[N:9]([CH2:10][C@H:11]3[CH2:16][CH2:15][C@H:14]([C:17]([N:19]4[CH2:24][CH2:23][N:22]([CH2:33][C:34](=[O:37])[CH2:35][CH3:36])[C:21](=[O:25])[CH2:20]4)=[O:18])[CH2:13][CH2:12]3)[C:5]=2[CH:4]=1. The yield is 0.700. (5) The reactants are [C:1]([N:8]1[CH2:13][CH2:12][N:11]([C:14]2[CH:19]=[CH:18][CH:17]=[CH:16][C:15]=2[CH2:20][NH:21][CH:22]([CH3:24])[CH3:23])[CH2:10][CH2:9]1)([O:3][C:4]([CH3:7])([CH3:6])[CH3:5])=[O:2].[C:25](Cl)(=[O:27])[CH3:26]. The catalyst is O1CCCC1. The product is [C:1]([N:8]1[CH2:9][CH2:10][N:11]([C:14]2[CH:19]=[CH:18][CH:17]=[CH:16][C:15]=2[CH2:20][N:21]([C:25](=[O:27])[CH3:26])[CH:22]([CH3:24])[CH3:23])[CH2:12][CH2:13]1)([O:3][C:4]([CH3:7])([CH3:6])[CH3:5])=[O:2]. The yield is 0.820. (6) The reactants are [CH3:1][CH:2]([CH2:7][C:8]1[N:9]=[CH:10][N:11]([C:13]([C:26]2[CH:31]=[CH:30][CH:29]=[CH:28][CH:27]=2)([C:20]2[CH:25]=[CH:24][CH:23]=[CH:22][CH:21]=2)[C:14]2[CH:19]=[CH:18][CH:17]=[CH:16][CH:15]=2)[CH:12]=1)[C:3]([O:5]C)=[O:4].[Li+].[OH-]. The catalyst is C1COCC1. The product is [CH3:1][CH:2]([CH2:7][C:8]1[N:9]=[CH:10][N:11]([C:13]([C:26]2[CH:31]=[CH:30][CH:29]=[CH:28][CH:27]=2)([C:20]2[CH:21]=[CH:22][CH:23]=[CH:24][CH:25]=2)[C:14]2[CH:19]=[CH:18][CH:17]=[CH:16][CH:15]=2)[CH:12]=1)[C:3]([OH:5])=[O:4]. The yield is 0.970. (7) The catalyst is CN(C)C=O. The reactants are [C:1]1(=[O:11])[NH:5][C:4](=[O:6])[C:3]2=[CH:7][CH:8]=[CH:9][CH:10]=[C:2]12.[K].[F:13][C:14]1[CH:19]=[C:18]([N+:20]([O-:22])=[O:21])[CH:17]=[CH:16][C:15]=1[N:23]1[CH2:28][CH2:27][CH:26]([CH2:29][CH2:30]OS(C2C=CC(C)=CC=2)(=O)=O)[CH2:25][CH2:24]1.O. The yield is 0.930. The product is [F:13][C:14]1[CH:19]=[C:18]([N+:20]([O-:22])=[O:21])[CH:17]=[CH:16][C:15]=1[N:23]1[CH2:28][CH2:27][CH:26]([CH2:29][CH2:30][N:5]2[C:1](=[O:11])[C:2]3[C:3](=[CH:7][CH:8]=[CH:9][CH:10]=3)[C:4]2=[O:6])[CH2:25][CH2:24]1.